From a dataset of Catalyst prediction with 721,799 reactions and 888 catalyst types from USPTO. Predict which catalyst facilitates the given reaction. Reactant: [BH4-].[Na+].[Cl:3][C:4]1[CH:12]=[C:11]2[C:7](/[C:8](=[CH:14]/[C:15]3[CH:20]=[CH:19][C:18]([Cl:21])=[CH:17][CH:16]=3)/[C:9](=[O:13])[NH:10]2)=[CH:6][CH:5]=1.O. Product: [Cl:3][C:4]1[CH:12]=[C:11]2[C:7]([CH:8]([CH2:14][C:15]3[CH:16]=[CH:17][C:18]([Cl:21])=[CH:19][CH:20]=3)[C:9](=[O:13])[NH:10]2)=[CH:6][CH:5]=1. The catalyst class is: 816.